From a dataset of Catalyst prediction with 721,799 reactions and 888 catalyst types from USPTO. Predict which catalyst facilitates the given reaction. (1) Product: [NH2:1][C:2]1[CH:7]=[CH:6][C:5]([C:8]2[C:13]([O:14][CH3:15])=[CH:12][CH:11]=[CH:10][C:9]=2[O:16][CH2:17][O:18][CH3:19])=[C:4]([CH:20]([OH:27])[C:21]2[CH:22]=[CH:23][CH:24]=[CH:25][CH:26]=2)[CH:3]=1. Reactant: [NH2:1][C:2]1[CH:7]=[CH:6][C:5]([C:8]2[C:13]([O:14][CH3:15])=[CH:12][CH:11]=[CH:10][C:9]=2[O:16][CH2:17][O:18][CH3:19])=[C:4]([C:20](=[O:27])[C:21]2[CH:26]=[CH:25][CH:24]=[CH:23][CH:22]=2)[CH:3]=1.[BH4-].[Na+].C(Cl)(Cl)Cl.[Na+].[Cl-]. The catalyst class is: 8. (2) Reactant: [CH3:1][C:2]([O:5][C:6]([NH:8][CH:9]1[CH2:33][CH2:32][C:12]2[N:13]=[C:14]([NH:16][C:17]3[C:22](/[N:23]=[CH:24]/[C:25]([O:27]CC)=O)=[CH:21][CH:20]=[C:19]([O:30][CH3:31])[N:18]=3)[S:15][C:11]=2[CH2:10]1)=[O:7])([CH3:4])[CH3:3].CC(C)([O-])C.[K+].[Cl-].[NH4+]. Product: [CH3:31][O:30][C:19]1[CH:20]=[CH:21][C:22]2[N:23]=[CH:24][C:25](=[O:27])[N:16]([C:14]3[S:15][C:11]4[CH2:10][CH:9]([NH:8][C:6](=[O:7])[O:5][C:2]([CH3:1])([CH3:4])[CH3:3])[CH2:33][CH2:32][C:12]=4[N:13]=3)[C:17]=2[N:18]=1. The catalyst class is: 1. (3) Reactant: [CH2:1]([C:4]1([C:7]([O:9][C:10]([CH3:13])([CH3:12])[CH3:11])=[O:8])[CH2:6][CH2:5]1)[CH:2]=C.[O:14]=[O+][O-].O=O.CSC. Product: [O:14]=[CH:2][CH2:1][C:4]1([C:7]([O:9][C:10]([CH3:13])([CH3:12])[CH3:11])=[O:8])[CH2:6][CH2:5]1. The catalyst class is: 138.